From a dataset of CYP2C19 inhibition data for predicting drug metabolism from PubChem BioAssay. Regression/Classification. Given a drug SMILES string, predict its absorption, distribution, metabolism, or excretion properties. Task type varies by dataset: regression for continuous measurements (e.g., permeability, clearance, half-life) or binary classification for categorical outcomes (e.g., BBB penetration, CYP inhibition). Dataset: cyp2c19_veith. (1) The molecule is C[C@H](CO)NC(=O)[C@@H]1C[C@H]1[C@@H](NP(=O)(c1ccccc1)c1ccccc1)c1ccccc1. The result is 0 (non-inhibitor). (2) The compound is Cc1ccc(S(=O)(=O)/C(C#N)=C/c2c(N3CC(C)OC(C)C3)nc3ccccn3c2=O)cc1. The result is 1 (inhibitor).